From a dataset of NCI-60 drug combinations with 297,098 pairs across 59 cell lines. Regression. Given two drug SMILES strings and cell line genomic features, predict the synergy score measuring deviation from expected non-interaction effect. (1) Drug 1: CC1C(C(CC(O1)OC2CC(CC3=C2C(=C4C(=C3O)C(=O)C5=C(C4=O)C(=CC=C5)OC)O)(C(=O)C)O)N)O.Cl. Drug 2: CC1=C(C=C(C=C1)C(=O)NC2=CC(=CC(=C2)C(F)(F)F)N3C=C(N=C3)C)NC4=NC=CC(=N4)C5=CN=CC=C5. Cell line: NCI-H460. Synergy scores: CSS=18.4, Synergy_ZIP=-0.922, Synergy_Bliss=-4.26, Synergy_Loewe=-31.7, Synergy_HSA=-4.22. (2) Drug 2: C1C(C(OC1N2C=NC3=C(N=C(N=C32)Cl)N)CO)O. Drug 1: CC1C(C(CC(O1)OC2CC(CC3=C2C(=C4C(=C3O)C(=O)C5=C(C4=O)C(=CC=C5)OC)O)(C(=O)C)O)N)O.Cl. Cell line: HOP-62. Synergy scores: CSS=21.5, Synergy_ZIP=-7.83, Synergy_Bliss=-5.91, Synergy_Loewe=-15.3, Synergy_HSA=-8.34. (3) Drug 1: CC(CN1CC(=O)NC(=O)C1)N2CC(=O)NC(=O)C2. Drug 2: C(=O)(N)NO. Cell line: M14. Synergy scores: CSS=9.10, Synergy_ZIP=-0.380, Synergy_Bliss=4.14, Synergy_Loewe=-6.57, Synergy_HSA=-0.194. (4) Drug 1: CC(C1=C(C=CC(=C1Cl)F)Cl)OC2=C(N=CC(=C2)C3=CN(N=C3)C4CCNCC4)N. Drug 2: CCN(CC)CCCC(C)NC1=C2C=C(C=CC2=NC3=C1C=CC(=C3)Cl)OC. Cell line: MOLT-4. Synergy scores: CSS=74.6, Synergy_ZIP=10.5, Synergy_Bliss=11.3, Synergy_Loewe=-4.37, Synergy_HSA=10.9. (5) Drug 1: C1=CC(=CC=C1C#N)C(C2=CC=C(C=C2)C#N)N3C=NC=N3. Drug 2: CC1=CC=C(C=C1)C2=CC(=NN2C3=CC=C(C=C3)S(=O)(=O)N)C(F)(F)F. Cell line: NCI-H226. Synergy scores: CSS=8.72, Synergy_ZIP=-1.68, Synergy_Bliss=-6.24, Synergy_Loewe=-2.08, Synergy_HSA=-6.48.